Dataset: Full USPTO retrosynthesis dataset with 1.9M reactions from patents (1976-2016). Task: Predict the reactants needed to synthesize the given product. (1) Given the product [Cl:29][C:30]1[N:31]=[C:32]([N:20]2[CH2:21][CH2:22][C:16]3[C:15]([N:23]4[CH2:24][CH2:25][O:26][CH2:27][CH2:28]4)=[N:14][C:13]([C:10]4[CH:9]=[CH:8][C:7]([NH:6][C:4]([NH:3][CH2:1][CH3:2])=[O:5])=[CH:12][CH:11]=4)=[N:18][C:17]=3[CH2:19]2)[CH:33]=[N:34][CH:35]=1, predict the reactants needed to synthesize it. The reactants are: [CH2:1]([NH:3][C:4]([NH:6][C:7]1[CH:12]=[CH:11][C:10]([C:13]2[N:14]=[C:15]([N:23]3[CH2:28][CH2:27][O:26][CH2:25][CH2:24]3)[C:16]3[CH2:22][CH2:21][NH:20][CH2:19][C:17]=3[N:18]=2)=[CH:9][CH:8]=1)=[O:5])[CH3:2].[Cl:29][C:30]1[CH:35]=[N:34][CH:33]=[C:32](Cl)[N:31]=1.CN(C)C=O.C(N(CC)C(C)C)(C)C. (2) The reactants are: [CH3:1][O:2][C:3](=[O:17])[C:4]1[CH:9]=[C:8]([OH:10])[C:7]([Br:11])=[C:6]([OH:12])[C:5]=1[CH2:13][C:14]([CH3:16])=[CH2:15].B(F)(F)F.CCOCC.O. Given the product [CH3:1][O:2][C:3]([C:4]1[CH:9]=[C:8]([OH:10])[C:7]([Br:11])=[C:6]2[O:12][C:14]([CH3:16])([CH3:15])[CH2:13][C:5]=12)=[O:17], predict the reactants needed to synthesize it. (3) Given the product [C:1]([N:4]1[C:13]2[C:8](=[CH:9][C:10]([Br:14])=[CH:11][CH:12]=2)[C@H:7]([NH2:15])[CH2:6][C@@H:5]1[CH3:18])(=[O:3])[CH3:2], predict the reactants needed to synthesize it. The reactants are: [C:1]([N:4]1[C:13]2[C:8](=[CH:9][C:10]([Br:14])=[CH:11][CH:12]=2)[C@H:7]([NH:15]C=O)[CH2:6][C@@H:5]1[CH3:18])(=[O:3])[CH3:2].Cl.[OH-].[Na+].